Task: Predict the reactants needed to synthesize the given product.. Dataset: Full USPTO retrosynthesis dataset with 1.9M reactions from patents (1976-2016) (1) Given the product [OH:2][CH2:1][C:3]1[CH:4]=[C:5]([CH:13]=[CH:14][CH:15]=1)[O:6][C@H:7]([CH3:12])[C:8]([O:10][CH3:11])=[O:9], predict the reactants needed to synthesize it. The reactants are: [CH:1]([C:3]1[CH:4]=[C:5]([CH:13]=[CH:14][CH:15]=1)[O:6][C@H:7]([CH3:12])[C:8]([O:10][CH3:11])=[O:9])=[O:2].[BH4-].[Na+].C(OCC)(=O)C.O. (2) Given the product [O:16]1[CH2:20][CH2:19][CH:18]([CH2:21][NH:22][C:10]([C:8]2[O:9][C:5]([CH2:1][CH2:2][CH2:3][CH3:4])=[CH:6][N:7]=2)=[O:12])[CH2:17]1, predict the reactants needed to synthesize it. The reactants are: [CH2:1]([C:5]1[O:9][C:8]([C:10]([O:12]CC)=O)=[N:7][CH:6]=1)[CH2:2][CH2:3][CH3:4].Cl.[O:16]1[CH2:20][CH2:19][CH:18]([CH2:21][NH2:22])[CH2:17]1.C(N(C(C)C)CC)(C)C. (3) Given the product [CH3:11][CH:8]1[CH2:9][CH2:10][CH2:5][CH2:6][CH:7]1[CH2:26][CH2:27][O:28][C:29]1[CH:30]=[C:31]2[C:36](=[CH:37][CH:38]=1)[CH:35]=[C:34]([C:2]1[C:10]3[C:5](=[CH:6][CH:7]=[C:8]([C:11]#[N:12])[CH:9]=3)[N:4]([CH:13]3[CH2:18][CH2:17][CH2:16][CH2:15][O:14]3)[N:3]=1)[CH:33]=[CH:32]2, predict the reactants needed to synthesize it. The reactants are: Br[C:2]1[C:10]2[C:5](=[CH:6][CH:7]=[C:8]([C:11]#[N:12])[CH:9]=2)[N:4]([CH:13]2[CH2:18][CH2:17][CH2:16][CH2:15][O:14]2)[N:3]=1.CC1CCCCN1[CH2:26][CH2:27][O:28][C:29]1[CH:30]=[C:31]2[C:36](=[CH:37][CH:38]=1)[CH:35]=[C:34](B(O)O)[CH:33]=[CH:32]2. (4) The reactants are: [CH3:1][N:2]1[CH2:7][CH2:6][N:5]([CH:8]2[CH2:11][N:10](C(OCC3C=CC=CC=3)=O)[CH2:9]2)[CH2:4][CH2:3]1. Given the product [NH:10]1[CH2:11][CH:8]([N:5]2[CH2:6][CH2:7][N:2]([CH3:1])[CH2:3][CH2:4]2)[CH2:9]1, predict the reactants needed to synthesize it. (5) Given the product [CH:1]1([C:6]2([CH2:14][CH2:15][C:16]3[CH:21]=[CH:20][C:19]([CH2:22][C:23]#[N:24])=[C:18]([CH2:25][CH3:26])[CH:17]=3)[CH2:11][C:10]([OH:12])=[C:9]([CH2:38][C:36]3[N:37]=[C:30]4[N:29]=[C:28]([CH3:27])[CH:33]=[C:32]([CH3:34])[N:31]4[N:35]=3)[C:8](=[O:13])[O:7]2)[CH2:5][CH2:4][CH2:3][CH2:2]1, predict the reactants needed to synthesize it. The reactants are: [CH:1]1([C:6]2([CH2:14][CH2:15][C:16]3[CH:21]=[CH:20][C:19]([CH2:22][C:23]#[N:24])=[C:18]([CH2:25][CH3:26])[CH:17]=3)[CH2:11][C:10](=[O:12])[CH2:9][C:8](=[O:13])[O:7]2)[CH2:5][CH2:4][CH2:3][CH2:2]1.[CH3:27][C:28]1[CH:33]=[C:32]([CH3:34])[N:31]2[N:35]=[C:36]([CH:38]=O)[N:37]=[C:30]2[N:29]=1. (6) Given the product [CH3:26][C:27]1[N:28]=[C:29]([C:33]2[CH:38]=[CH:37][C:36]([C:17]3[S:16][C:15]([CH2:14][O:13][C:10]4[CH:9]=[CH:8][C:7]([CH2:6][C@H:5]([O:22][CH2:23][CH3:24])[C:4]([OH:3])=[O:25])=[CH:12][CH:11]=4)=[C:19]([CH3:20])[CH:18]=3)=[CH:35][CH:34]=2)[O:30][C:31]=1[CH3:32], predict the reactants needed to synthesize it. The reactants are: C([O:3][C:4](=[O:25])[C@@H:5]([O:22][CH2:23][CH3:24])[CH2:6][C:7]1[CH:12]=[CH:11][C:10]([O:13][CH2:14][C:15]2[S:16][C:17](Br)=[CH:18][C:19]=2[CH3:20])=[CH:9][CH:8]=1)C.[CH3:26][C:27]1[N:28]=[C:29]([C:33]2[CH:38]=[CH:37][C:36](B3OC(C)(C)C(C)(C)O3)=[CH:35][CH:34]=2)[O:30][C:31]=1[CH3:32]. (7) Given the product [C:29]([C:33]1[CH:38]=[CH:37][C:36](/[CH:39]=[C:40](/[C:42]2[CH:46]=[C:45]([CH3:47])[N:44]([CH2:48][C:49]3[CH:54]=[CH:53][N:52]=[C:51]([N:55]4[CH2:60][CH2:59][N:58]([CH2:18][C:17]([F:21])([F:20])[F:16])[CH2:57][CH2:56]4)[CH:50]=3)[N:43]=2)\[F:41])=[CH:35][CH:34]=1)([CH3:32])([CH3:30])[CH3:31], predict the reactants needed to synthesize it. The reactants are: FC(F)(F)S(OS(C(F)(F)F)(=O)=O)(=O)=O.[F:16][C:17]([F:21])([F:20])[CH2:18]O.C(N(CC)CC)C.[C:29]([C:33]1[CH:38]=[CH:37][C:36](/[CH:39]=[C:40](/[C:42]2[CH:46]=[C:45]([CH3:47])[N:44]([CH2:48][C:49]3[CH:54]=[CH:53][N:52]=[C:51]([N:55]4[CH2:60][CH2:59][NH:58][CH2:57][CH2:56]4)[CH:50]=3)[N:43]=2)\[F:41])=[CH:35][CH:34]=1)([CH3:32])([CH3:31])[CH3:30]. (8) Given the product [Br:1][C:2]1[CH:3]=[C:4]([CH2:5][NH2:6])[CH:7]=[CH:8][C:9]=1[O:10][CH3:11], predict the reactants needed to synthesize it. The reactants are: [Br:1][C:2]1[CH:3]=[C:4]([CH:7]=[CH:8][C:9]=1[O:10][CH3:11])[C:5]#[N:6].C1COCC1.B.Cl. (9) Given the product [N+:1]([C:4]1[CH:9]=[CH:8][C:7]([CH:10]([OH:11])[CH2:12][N:13]2[CH2:18][CH2:17][CH2:16][CH2:15][CH2:14]2)=[CH:6][CH:5]=1)([O-:3])=[O:2], predict the reactants needed to synthesize it. The reactants are: [N+:1]([C:4]1[CH:9]=[CH:8][C:7]([CH:10]2[CH2:12][O:11]2)=[CH:6][CH:5]=1)([O-:3])=[O:2].[NH:13]1[CH2:18][CH2:17][CH2:16][CH2:15][CH2:14]1.CO.